Task: Predict which catalyst facilitates the given reaction.. Dataset: Catalyst prediction with 721,799 reactions and 888 catalyst types from USPTO (1) Reactant: [C:1]([O:5][C:6]([N:8]1[CH2:13][CH2:12][CH:11]([CH2:14][N:15]2[CH2:20][CH2:19][NH:18][CH2:17][C:16]2=[O:21])[CH2:10][CH2:9]1)=[O:7])([CH3:4])([CH3:3])[CH3:2].C(N(CC)CC)C.[Cl:29][CH2:30][S:31](Cl)(=[O:33])=[O:32]. Product: [C:1]([O:5][C:6]([N:8]1[CH2:13][CH2:12][CH:11]([CH2:14][N:15]2[CH2:20][CH2:19][N:18]([S:31]([CH2:30][Cl:29])(=[O:33])=[O:32])[CH2:17][C:16]2=[O:21])[CH2:10][CH2:9]1)=[O:7])([CH3:4])([CH3:2])[CH3:3]. The catalyst class is: 4. (2) Reactant: Br[CH2:2][CH2:3][CH2:4][CH2:5][CH2:6][CH2:7][CH:8]=[CH2:9].[Br-].C[O:12][B:13](OC)[O:14]C.[C:18]12([OH:29])[CH2:26][CH:22]([C:23]1([CH3:25])[CH3:24])[CH2:21][CH2:20][C:19]2([OH:28])[CH3:27]. Product: [CH2:2]([B:13]([OH:14])[OH:12])[CH2:3][CH2:4][CH2:5][CH2:6][CH2:7][CH:8]=[CH2:9].[C:18]12([OH:29])[CH2:26][CH:22]([C:23]1([CH3:25])[CH3:24])[CH2:21][CH2:20][C:19]2([OH:28])[CH3:27]. The catalyst class is: 28. (3) Reactant: [NH:1]1[C:9]2[C:4](=[CH:5][C:6]([C:10]3[S:14][C:13]([NH:15][CH3:16])=[N:12][N:11]=3)=[CH:7][CH:8]=2)[CH:3]=[CH:2]1.[OH-].[K+].[I:19]I.S(=O)(O)[O-].[Na+]. Product: [I:19][C:3]1[C:4]2[C:9](=[CH:8][CH:7]=[C:6]([C:10]3[S:14][C:13]([NH:15][CH3:16])=[N:12][N:11]=3)[CH:5]=2)[NH:1][CH:2]=1. The catalyst class is: 3.